Dataset: Full USPTO retrosynthesis dataset with 1.9M reactions from patents (1976-2016). Task: Predict the reactants needed to synthesize the given product. Given the product [NH2:25][C:12]1[C:11]2[C:16](=[C:7]([O:6][CH:1]3[CH2:5][CH2:4][CH2:3][CH2:2]3)[C:8]([O:19][CH3:20])=[CH:9][CH:10]=2)[O:15][C:14](=[O:17])[CH:13]=1, predict the reactants needed to synthesize it. The reactants are: [CH:1]1([O:6][C:7]2[C:8]([O:19][CH3:20])=[CH:9][CH:10]=[C:11]3[C:16]=2[O:15][C:14](=[O:17])[CH:13]=[C:12]3O)[CH2:5][CH2:4][CH2:3][CH2:2]1.C([O-])(=O)C.[NH4+:25].